From a dataset of Catalyst prediction with 721,799 reactions and 888 catalyst types from USPTO. Predict which catalyst facilitates the given reaction. Reactant: [NH2:1][C:2]1[N:6]([C@@H:7]2[CH2:12][CH2:11][CH2:10][NH:9][CH2:8]2)[N:5]=[C:4]([C:13]2[CH:18]=[CH:17][C:16]([O:19][C:20]3[CH:25]=[CH:24][C:23]([F:26])=[CH:22][C:21]=3[F:27])=[CH:15][CH:14]=2)[C:3]=1[C:28]([NH2:30])=[O:29].[C:31](O)(=[O:35])[C:32]([CH3:34])=[CH2:33].F[P-](F)(F)(F)(F)F.N1(OC(N(C)C)=[N+](C)C)C2C=CC=CC=2N=N1.C(N(CC)C(C)C)(C)C. Product: [NH2:1][C:2]1[N:6]([C@@H:7]2[CH2:12][CH2:11][CH2:10][N:9]([C:31](=[O:35])[C:32]([CH3:34])=[CH2:33])[CH2:8]2)[N:5]=[C:4]([C:13]2[CH:18]=[CH:17][C:16]([O:19][C:20]3[CH:25]=[CH:24][C:23]([F:26])=[CH:22][C:21]=3[F:27])=[CH:15][CH:14]=2)[C:3]=1[C:28]([NH2:30])=[O:29]. The catalyst class is: 9.